This data is from Acute oral toxicity (LD50) regression data from Zhu et al.. The task is: Regression/Classification. Given a drug SMILES string, predict its toxicity properties. Task type varies by dataset: regression for continuous values (e.g., LD50, hERG inhibition percentage) or binary classification for toxic/non-toxic outcomes (e.g., AMES mutagenicity, cardiotoxicity, hepatotoxicity). Dataset: ld50_zhu. (1) The compound is COC(=O)CCC(Br)C(C)=O. The rat oral LD50 is 2.57, given as -log10 of the dose in mol/kg body weight (higher means more acutely toxic). (2) The drug is CC(C)(Oc1ccc(C(=O)c2ccc(Cl)cc2)cc1)C(=O)O. The rat oral LD50 is 2.41, given as -log10 of the dose in mol/kg body weight (higher means more acutely toxic). (3) The compound is c1ccc2c(NCCCN3CCOCC3)n[nH]c2c1. The rat oral LD50 is 2.46, given as -log10 of the dose in mol/kg body weight (higher means more acutely toxic).